Dataset: Forward reaction prediction with 1.9M reactions from USPTO patents (1976-2016). Task: Predict the product of the given reaction. (1) Given the reactants [NH2:1][C:2]([C:5]1[CH:6]=[CH:7][C:8]2[C:12]([CH3:14])([CH3:13])[O:11][B:10]([OH:15])[C:9]=2[CH:16]=1)([CH3:4])[CH3:3].CN(C(ON1N=NC2C=CC=NC1=2)=[N+](C)C)C.F[P-](F)(F)(F)(F)F.CCN(C(C)C)C(C)C.[Cl:50][C:51]1[CH:52]=[C:53]([C:59]2([C:76]([F:79])([F:78])[F:77])[O:63][N:62]=[C:61]([C:64]3[N:65]4[C:69]([C:70]([C:73](O)=[O:74])=[CH:71][CH:72]=3)=[CH:68][CH:67]=[CH:66]4)[CH2:60]2)[CH:54]=[C:55]([Cl:58])[C:56]=1[Cl:57], predict the reaction product. The product is: [OH:15][B:10]1[C:9]2[CH:16]=[C:5]([C:2]([NH:1][C:73]([C:70]3[C:69]4[N:65]([CH:66]=[CH:67][CH:68]=4)[C:64]([C:61]4[CH2:60][C:59]([C:53]5[CH:54]=[C:55]([Cl:58])[C:56]([Cl:57])=[C:51]([Cl:50])[CH:52]=5)([C:76]([F:79])([F:77])[F:78])[O:63][N:62]=4)=[CH:72][CH:71]=3)=[O:74])([CH3:4])[CH3:3])[CH:6]=[CH:7][C:8]=2[C:12]([CH3:14])([CH3:13])[O:11]1. (2) Given the reactants [Cl:1][C:2]1[CH:24]=[CH:23][CH:22]=[C:21]([Cl:25])[C:3]=1[CH2:4][N:5]1[C:13]2[C:8](=[CH:9][CH:10]=[C:11]([C:14]([F:19])([F:18])[C:15]([OH:17])=[O:16])[CH:12]=2)[C:7]([CH3:20])=[N:6]1.[OH-].[K+:27], predict the reaction product. The product is: [Cl:1][C:2]1[CH:24]=[CH:23][CH:22]=[C:21]([Cl:25])[C:3]=1[CH2:4][N:5]1[C:13]2[C:8](=[CH:9][CH:10]=[C:11]([C:14]([F:19])([F:18])[C:15]([O-:17])=[O:16])[CH:12]=2)[C:7]([CH3:20])=[N:6]1.[K+:27].